Predict which catalyst facilitates the given reaction. From a dataset of Catalyst prediction with 721,799 reactions and 888 catalyst types from USPTO. (1) The catalyst class is: 162. Reactant: [CH2:1]([O:3][C:4]([C:6]1[N:11]=[C:10]([CH2:12][S:13][CH:14]([CH3:16])[CH3:15])[C:9]2[N:17]=[C:18]([C:20]([CH3:23])([CH3:22])[CH3:21])[S:19][C:8]=2[C:7]=1[O:24]C(=O)C(C)(C)C)=[O:5])[CH3:2].[O-]CC.[Na+]. Product: [CH2:1]([O:3][C:4]([C:6]1[N:11]=[C:10]([CH2:12][S:13][CH:14]([CH3:15])[CH3:16])[C:9]2[N:17]=[C:18]([C:20]([CH3:22])([CH3:21])[CH3:23])[S:19][C:8]=2[C:7]=1[OH:24])=[O:5])[CH3:2]. (2) Reactant: [OH-].[Na+].[CH2:3]([N:10]1[CH2:15][CH2:14][N:13]([CH:16]2[CH2:21][CH2:20][CH:19]([C:22]([O:24]CC)=[O:23])[CH2:18][CH2:17]2)[CH2:12][CH2:11]1)[C:4]1[CH:9]=[CH:8][CH:7]=[CH:6][CH:5]=1. Product: [CH2:3]([N:10]1[CH2:11][CH2:12][N:13]([CH:16]2[CH2:17][CH2:18][CH:19]([C:22]([OH:24])=[O:23])[CH2:20][CH2:21]2)[CH2:14][CH2:15]1)[C:4]1[CH:9]=[CH:8][CH:7]=[CH:6][CH:5]=1. The catalyst class is: 5. (3) Reactant: [CH:1]1([C:6]2[C:7]([O:23]S(C3C=CC(C)=CC=3)(=O)=O)=[N:8][N:9]3[C:14]=2[C:13]([CH3:15])=[N:12][N:11]=[C:10]3[C:16]2[CH:21]=[CH:20][CH:19]=[CH:18][C:17]=2[F:22])[CH2:5][CH2:4][CH2:3][CH2:2]1.[CH2:34]([N:36]1[C:40]([CH2:41]O)=[N:39][CH:38]=[N:37]1)[CH3:35].[H-].[Na+].O. Product: [CH:1]1([C:6]2[C:7]([O:23][CH2:41][C:40]3[N:36]([CH2:34][CH3:35])[N:37]=[CH:38][N:39]=3)=[N:8][N:9]3[C:14]=2[C:13]([CH3:15])=[N:12][N:11]=[C:10]3[C:16]2[CH:21]=[CH:20][CH:19]=[CH:18][C:17]=2[F:22])[CH2:5][CH2:4][CH2:3][CH2:2]1. The catalyst class is: 3. (4) Reactant: [Br:1][C:2]1[CH:3]=[C:4]([N+:19]([O-:21])=[O:20])[C:5]([CH:8](C(OCC)=O)C(OCC)=O)=[N:6][CH:7]=1. Product: [Br:1][C:2]1[CH:3]=[C:4]([N+:19]([O-:21])=[O:20])[C:5]([CH3:8])=[N:6][CH:7]=1. The catalyst class is: 33. (5) Reactant: [CH3:1][C:2]1[CH:7]=[CH:6][C:5]([S:8]([N:11]2[CH2:16][CH2:15][C:14]3[S:17][C:18]([C:20]([O:22]CC)=[O:21])=[CH:19][C:13]=3[CH2:12]2)(=[O:10])=[O:9])=[CH:4][CH:3]=1.[OH-].[Na+]. Product: [CH3:1][C:2]1[CH:7]=[CH:6][C:5]([S:8]([N:11]2[CH2:16][CH2:15][C:14]3[S:17][C:18]([C:20]([OH:22])=[O:21])=[CH:19][C:13]=3[CH2:12]2)(=[O:9])=[O:10])=[CH:4][CH:3]=1. The catalyst class is: 8. (6) Reactant: [S:1]([O-:5])([O-:4])(=[O:3])=[O:2].[Na+:6].[Na+].[S:8](=[O:11])(=[O:10])=[O:9].S([O-])(O)(=O)=O.[Na+]. Product: [S:1]([O:5][S:8]([O-:11])(=[O:10])=[O:9])([O-:4])(=[O:3])=[O:2].[Na+:6].[Na+:6]. The catalyst class is: 6.